Task: Predict the reactants needed to synthesize the given product.. Dataset: Full USPTO retrosynthesis dataset with 1.9M reactions from patents (1976-2016) (1) Given the product [ClH:37].[CH3:13][C:12]1[N:8]=[C:9]([CH2:15][C:16]([C:17]2[CH:22]=[CH:21][C:20]([F:23])=[CH:19][CH:18]=2)=[O:36])[NH:10][C:11]=1[CH3:14], predict the reactants needed to synthesize it. The reactants are: FC1C=CC(C([N:8]2[C:12]([CH3:13])=[C:11]([CH3:14])[N:10]=[C:9]2[CH:15]=[C:16](C2C=C(F)C=CC=2C([O-])=O)[C:17]2[CH:22]=[CH:21][C:20]([F:23])=[CH:19][CH:18]=2)=O)=CC=1.[OH2:36].[ClH:37]. (2) Given the product [F:26][C:27]1[CH:32]=[C:31]([F:33])[CH:30]=[CH:29][C:28]=1[CH:34]1[CH2:35][CH2:36][N:37]([CH2:6][CH2:7][N:8]2[C:16]3[N:15]=[C:14]([NH2:17])[N:13]4[N:18]=[C:19]([C:21]5[O:22][CH:23]=[CH:24][CH:25]=5)[N:20]=[C:12]4[C:11]=3[CH:10]=[CH:9]2)[CH2:38][CH2:39]1, predict the reactants needed to synthesize it. The reactants are: CS(O[CH2:6][CH2:7][N:8]1[C:16]2[N:15]=[C:14]([NH2:17])[N:13]3[N:18]=[C:19]([C:21]4[O:22][CH:23]=[CH:24][CH:25]=4)[N:20]=[C:12]3[C:11]=2[CH:10]=[CH:9]1)(=O)=O.[F:26][C:27]1[CH:32]=[C:31]([F:33])[CH:30]=[CH:29][C:28]=1[CH:34]1[CH2:39][CH2:38][NH:37][CH2:36][CH2:35]1.CCN(C(C)C)C(C)C. (3) Given the product [CH3:28][O:27][C:24]1[CH:25]=[CH:26][C:21]([O:20][C:17]2[CH:16]=[CH:15][C:14]([N:11]3[CH2:10][CH2:9][NH:8][CH2:13][CH2:12]3)=[CH:19][CH:18]=2)=[CH:22][CH:23]=1, predict the reactants needed to synthesize it. The reactants are: C([N:8]1[CH2:13][CH2:12][N:11]([C:14]2[CH:19]=[CH:18][C:17]([O:20][C:21]3[CH:26]=[CH:25][C:24]([O:27][CH3:28])=[CH:23][CH:22]=3)=[CH:16][CH:15]=2)[CH2:10][CH2:9]1)C1C=CC=CC=1. (4) Given the product [Cl:15][C:12]1[CH:13]=[CH:14][C:9]([NH:8][C:6](=[O:7])[C:5]2[CH:22]=[CH:23][C:2]([N:30]3[CH2:31][CH2:32][N:27]([CH2:26][CH2:25][OH:24])[CH2:28][CH2:29]3)=[N:3][CH:4]=2)=[CH:10][C:11]=1[C:16]1[CH:21]=[CH:20][CH:19]=[CH:18][N:17]=1, predict the reactants needed to synthesize it. The reactants are: Cl[C:2]1[CH:23]=[CH:22][C:5]([C:6]([NH:8][C:9]2[CH:14]=[CH:13][C:12]([Cl:15])=[C:11]([C:16]3[CH:21]=[CH:20][CH:19]=[CH:18][N:17]=3)[CH:10]=2)=[O:7])=[CH:4][N:3]=1.[OH:24][CH2:25][CH2:26][N:27]1[CH2:32][CH2:31][NH:30][CH2:29][CH2:28]1. (5) Given the product [CH:41]1([N:24]2[CH:28]=[C:27]([C:2]3[CH:3]=[CH:4][C:5]4[N:10]([C:11](=[O:13])[CH3:12])[C@@H:9]([CH3:14])[CH2:8][NH:7][C:6]=4[N:15]=3)[CH:26]=[N:25]2)[CH2:40][CH2:30]1, predict the reactants needed to synthesize it. The reactants are: Br[C:2]1[CH:3]=[CH:4][C:5]2[N:10]([C:11](=[O:13])[CH3:12])[C@@H:9]([CH3:14])[CH2:8][NH:7][C:6]=2[N:15]=1.CC1(C)C(C)(C)OB([N:24]2[CH:28]=[CH:27][CH:26]=[N:25]2)O1.[C:30](=O)([O-])[O-].[K+].[K+].O1[CH2:41][CH2:40]OCC1.